From a dataset of TCR-epitope binding with 47,182 pairs between 192 epitopes and 23,139 TCRs. Binary Classification. Given a T-cell receptor sequence (or CDR3 region) and an epitope sequence, predict whether binding occurs between them. (1) The epitope is GTSGSPIINR. The TCR CDR3 sequence is CASSLGQGGYEQYF. Result: 1 (the TCR binds to the epitope). (2) The epitope is KPLEFGATSAAL. The TCR CDR3 sequence is CASSSDRNTGELFF. Result: 1 (the TCR binds to the epitope). (3) The epitope is GPGHKARVL. The TCR CDR3 sequence is CASSRGTGAFSGNTIYF. Result: 0 (the TCR does not bind to the epitope). (4) The epitope is VLQAVGACV. The TCR CDR3 sequence is CSVEGSSGGKYNEQFF. Result: 0 (the TCR does not bind to the epitope). (5) The epitope is YLNTLTLAV. The TCR CDR3 sequence is CAISDRGDNEQFF. Result: 0 (the TCR does not bind to the epitope).